Predict the reactants needed to synthesize the given product. From a dataset of Full USPTO retrosynthesis dataset with 1.9M reactions from patents (1976-2016). The reactants are: Br[C:2]1[N:6]2[CH:7]=[C:8]([CH2:11][C:12]3[N:16]4[N:17]=[C:18]([C:21]5[CH:22]=[N:23][N:24]([CH3:26])[CH:25]=5)[CH:19]=[CH:20][C:15]4=[N:14][CH:13]=3)[CH:9]=[CH:10][C:5]2=[N:4][CH:3]=1.[CH3:27][N:28]1C(=O)CCC1.C([Cu])#N.CN(C=O)C. Given the product [CH3:26][N:24]1[CH:25]=[C:21]([C:18]2[CH:19]=[CH:20][C:15]3[N:16]([C:12]([CH2:11][C:8]4[CH:9]=[CH:10][C:5]5[N:6]([C:2]([C:27]#[N:28])=[CH:3][N:4]=5)[CH:7]=4)=[CH:13][N:14]=3)[N:17]=2)[CH:22]=[N:23]1, predict the reactants needed to synthesize it.